Dataset: NCI-60 drug combinations with 297,098 pairs across 59 cell lines. Task: Regression. Given two drug SMILES strings and cell line genomic features, predict the synergy score measuring deviation from expected non-interaction effect. (1) Cell line: OVCAR-5. Drug 1: C1CC(C1)(C(=O)O)C(=O)O.[NH2-].[NH2-].[Pt+2]. Drug 2: CCN(CC)CCNC(=O)C1=C(NC(=C1C)C=C2C3=C(C=CC(=C3)F)NC2=O)C. Synergy scores: CSS=-2.35, Synergy_ZIP=3.72, Synergy_Bliss=1.95, Synergy_Loewe=-0.167, Synergy_HSA=-2.81. (2) Drug 1: C1CCN(CC1)CCOC2=CC=C(C=C2)C(=O)C3=C(SC4=C3C=CC(=C4)O)C5=CC=C(C=C5)O. Drug 2: C#CCC(CC1=CN=C2C(=N1)C(=NC(=N2)N)N)C3=CC=C(C=C3)C(=O)NC(CCC(=O)O)C(=O)O. Cell line: HOP-92. Synergy scores: CSS=0.765, Synergy_ZIP=1.41, Synergy_Bliss=-2.57, Synergy_Loewe=-1.96, Synergy_HSA=-4.57. (3) Drug 1: C1CCN(CC1)CCOC2=CC=C(C=C2)C(=O)C3=C(SC4=C3C=CC(=C4)O)C5=CC=C(C=C5)O. Drug 2: CC(C)NC(=O)C1=CC=C(C=C1)CNNC.Cl. Cell line: A498. Synergy scores: CSS=-1.68, Synergy_ZIP=-0.336, Synergy_Bliss=-4.77, Synergy_Loewe=-14.7, Synergy_HSA=-8.00. (4) Drug 1: C1=CC(=C2C(=C1NCCNCCO)C(=O)C3=C(C=CC(=C3C2=O)O)O)NCCNCCO. Drug 2: C(CN)CNCCSP(=O)(O)O. Cell line: SK-OV-3. Synergy scores: CSS=53.3, Synergy_ZIP=0.356, Synergy_Bliss=3.72, Synergy_Loewe=-62.7, Synergy_HSA=3.65. (5) Drug 1: C1=CN(C(=O)N=C1N)C2C(C(C(O2)CO)O)O.Cl. Drug 2: C1CN1C2=NC(=NC(=N2)N3CC3)N4CC4. Cell line: HOP-62. Synergy scores: CSS=64.2, Synergy_ZIP=-0.562, Synergy_Bliss=-1.95, Synergy_Loewe=-5.86, Synergy_HSA=2.05. (6) Drug 1: CC1C(C(CC(O1)OC2CC(CC3=C2C(=C4C(=C3O)C(=O)C5=C(C4=O)C(=CC=C5)OC)O)(C(=O)C)O)N)O.Cl. Drug 2: CN(CC1=CN=C2C(=N1)C(=NC(=N2)N)N)C3=CC=C(C=C3)C(=O)NC(CCC(=O)O)C(=O)O. Cell line: KM12. Synergy scores: CSS=9.14, Synergy_ZIP=-11.7, Synergy_Bliss=-18.1, Synergy_Loewe=-6.44, Synergy_HSA=-5.64.